From a dataset of Catalyst prediction with 721,799 reactions and 888 catalyst types from USPTO. Predict which catalyst facilitates the given reaction. (1) Reactant: [NH:1]1[CH2:6][CH2:5][O:4][CH2:3][CH2:2]1.Br[CH:8]([CH:23]([O:25][CH3:26])[CH3:24])[C:9]([O:11][C:12]1[C:17]([O:18][CH3:19])=[CH:16][C:15]([CH3:20])=[CH:14][C:13]=1[O:21][CH3:22])=[O:10]. Product: [CH3:26][O:25][CH:23]([CH3:24])[CH:8]([N:1]1[CH2:6][CH2:5][O:4][CH2:3][CH2:2]1)[C:9]([O:11][C:12]1[C:17]([O:18][CH3:19])=[CH:16][C:15]([CH3:20])=[CH:14][C:13]=1[O:21][CH3:22])=[O:10]. The catalyst class is: 27. (2) Reactant: Cl.[N:2]12[CH2:9][CH2:8][CH:5]([CH2:6][CH2:7]1)[CH:4]([C:10]([OH:12])=[O:11])[CH2:3]2.C(Cl)CCl.C1C=CC2N(O)N=NC=2C=1.[CH3:27][O:28][C:29]1[CH:34]=[CH:33][C:32]([CH:35]([C:37]2[CH:42]=[CH:41][CH:40]=[CH:39][CH:38]=2)O)=[CH:31][CH:30]=1. Product: [N:2]12[CH2:9][CH2:8][CH:5]([CH2:6][CH2:7]1)[CH:4]([C:10]([O:12][CH:35]([C:32]1[CH:31]=[CH:30][C:29]([O:28][CH3:27])=[CH:34][CH:33]=1)[C:37]1[CH:38]=[CH:39][CH:40]=[CH:41][CH:42]=1)=[O:11])[CH2:3]2. The catalyst class is: 1. (3) Reactant: [Cl:1][C:2]1[CH:7]=[CH:6][CH:5]=[C:4]([Cl:8])[C:3]=1[C:9]1[NH:13][C:12](=[O:14])[N:11]([C:15]2[CH:24]=[CH:23][C:18]([C:19](OC)=[O:20])=[C:17]([O:25][CH3:26])[CH:16]=2)[N:10]=1.[F:27][C:28]1[CH:34]=[CH:33][C:31]([NH2:32])=[CH:30][C:29]=1[C:35]([F:38])([F:37])[F:36].C[Al](C)C. Product: [Cl:1][C:2]1[CH:7]=[CH:6][CH:5]=[C:4]([Cl:8])[C:3]=1[C:9]1[NH:13][C:12](=[O:14])[N:11]([C:15]2[CH:24]=[CH:23][C:18]([C:19]([NH:32][C:31]3[CH:33]=[CH:34][C:28]([F:27])=[C:29]([C:35]([F:38])([F:36])[F:37])[CH:30]=3)=[O:20])=[C:17]([O:25][CH3:26])[CH:16]=2)[N:10]=1. The catalyst class is: 11. (4) Reactant: Cl[C:2]([O:4]CC)=[O:3].[CH3:7][O:8][C:9]1[CH:10]=[CH:11][C:12]2[CH:13]([CH3:21])[CH:14]3[CH2:18][NH:17][CH2:16][CH:15]3[C:19]=2[CH:20]=1. Product: [CH2:16]([NH:17][C:2](=[O:3])[O-:4])[CH3:15].[CH3:7][O:8][C:9]1[CH:10]=[CH:11][C:12]2[CH:13]([CH3:21])[CH:14]3[CH2:18][NH:17][CH2:16][CH:15]3[C:19]=2[CH:20]=1. The catalyst class is: 20. (5) Product: [CH2:37]([N:39]1[C:47]([C:48]2[CH:53]=[N:52][C:51]([CH3:54])=[N:50][CH:49]=2)=[N:46][C:45]2[C:40]1=[N:41][CH:42]=[N:43][C:44]=2[NH:55][C@H:56]1[CH2:60][CH2:59][N:58]([C:5]([C@@H:3]2[CH2:4][C@H:2]2[CH3:1])=[O:7])[CH2:57]1)[CH3:38]. Reactant: [CH3:1][C@@H:2]1[CH2:4][C@H:3]1[C:5]([OH:7])=O.CN1CCOCC1.C1C=CC2N(O)N=NC=2C=1.CCN=C=NCCCN(C)C.Cl.[CH2:37]([N:39]1[C:47]([C:48]2[CH:49]=[N:50][C:51]([CH3:54])=[N:52][CH:53]=2)=[N:46][C:45]2[C:40]1=[N:41][CH:42]=[N:43][C:44]=2[NH:55][C@H:56]1[CH2:60][CH2:59][NH:58][CH2:57]1)[CH3:38]. The catalyst class is: 3. (6) The catalyst class is: 1. Product: [CH3:61][N:62]1[CH2:67][CH2:66][N:65]([C:16](=[O:18])[C@@H:15]([NH:19][C:20](=[O:21])[C:22]2[CH:23]=[CH:24][C:25]([N:28]3[CH:32]=[CH:31][N:30]=[N:29]3)=[CH:26][CH:27]=2)[CH2:14][CH2:13][CH2:12][N:11]([C@@H:9]2[CH2:10][C@H:8]2[C:5]2[CH:6]=[CH:7][C:2]([F:1])=[CH:3][CH:4]=2)[CH2:33][CH:34]=[CH2:35])[CH2:64][CH2:63]1. Reactant: [F:1][C:2]1[CH:7]=[CH:6][C:5]([C@@H:8]2[CH2:10][C@H:9]2[N:11]([CH2:33][CH:34]=[CH2:35])[CH2:12][CH2:13][CH2:14][C@H:15]([NH:19][C:20]([C:22]2[CH:27]=[CH:26][C:25]([N:28]3[CH:32]=[CH:31][N:30]=[N:29]3)=[CH:24][CH:23]=2)=[O:21])[C:16]([OH:18])=O)=[CH:4][CH:3]=1.CCOP(ON1N=NC2C=CC=CC=2C1=O)(OCC)=O.N1C=CN=C1.[CH3:61][N:62]1[CH2:67][CH2:66][NH:65][CH2:64][CH2:63]1.